From a dataset of Reaction yield outcomes from USPTO patents with 853,638 reactions. Predict the reaction yield, written as a fraction of the theoretical maximum amount of product (1.0 means a 100% yield; for example, 0.34 means a 34% yield). (1) The catalyst is ClCCl. The reactants are [Cl:1][C:2]1[CH:3]=[C:4]2[C:12](=[CH:13][CH:14]=1)[N:11]([CH2:15][C:16]1[CH:21]=[CH:20][CH:19]=[CH:18][C:17]=1[O:22]C)[C:10]1[CH2:9][CH2:8][CH:7]([NH:24][C:25](=[O:29])[CH:26]([CH3:28])[CH3:27])[CH2:6][C:5]2=1.B(Br)(Br)Br. The yield is 0.960. The product is [Cl:1][C:2]1[CH:3]=[C:4]2[C:12](=[CH:13][CH:14]=1)[N:11]([CH2:15][C:16]1[CH:21]=[CH:20][CH:19]=[CH:18][C:17]=1[OH:22])[C:10]1[CH2:9][CH2:8][CH:7]([NH:24][C:25](=[O:29])[CH:26]([CH3:27])[CH3:28])[CH2:6][C:5]2=1. (2) The reactants are [CH3:1][O:2][C:3]1[CH:16]=[C:15]([O:17][CH3:18])[CH:14]=[CH:13][C:4]=1[CH2:5][NH:6][C:7]1[CH:12]=[CH:11][N:10]=[CH:9][N:8]=1.[F:19][C:20]1[CH:25]=[C:24]([F:26])[CH:23]=[C:22]([F:27])[C:21]=1[S:28](Cl)(=[O:30])=[O:29].CCCCCCCC. The catalyst is C(#N)C. The product is [CH3:1][O:2][C:3]1[CH:16]=[C:15]([O:17][CH3:18])[CH:14]=[CH:13][C:4]=1[CH2:5][N:6]([C:7]1[CH:12]=[CH:11][N:10]=[CH:9][N:8]=1)[S:28]([C:21]1[C:22]([F:27])=[CH:23][C:24]([F:26])=[CH:25][C:20]=1[F:19])(=[O:30])=[O:29]. The yield is 0.180.